From a dataset of Catalyst prediction with 721,799 reactions and 888 catalyst types from USPTO. Predict which catalyst facilitates the given reaction. (1) Reactant: Br[C:2]1[CH:9]=[CH:8][C:5]([C:6]#[N:7])=[CH:4][N:3]=1.C([Li])CCC.[CH2:15]1[O:25][C:18]2([CH2:23][CH2:22][C:21](=[O:24])[CH2:20][CH2:19]2)[O:17][CH2:16]1. Product: [OH:24][C:21]1([C:2]2[CH:9]=[CH:8][C:5]([C:6]#[N:7])=[CH:4][N:3]=2)[CH2:22][CH2:23][C:18]2([O:17][CH2:16][CH2:15][O:25]2)[CH2:19][CH2:20]1. The catalyst class is: 134. (2) Reactant: [CH3:1][O:2][C:3]1[CH:4]=[C:5]([CH:14]=[CH:15][C:16]=1[O:17][CH3:18])[O:6][CH2:7][C:8](=[O:13])[CH2:9][N+:10]([O-])=O.[ClH:19].[H][H]. Product: [ClH:19].[NH2:10][CH2:9][C:8](=[O:13])[CH2:7][O:6][C:5]1[CH:14]=[CH:15][C:16]([O:17][CH3:18])=[C:3]([O:2][CH3:1])[CH:4]=1. The catalyst class is: 43. (3) Reactant: [NH2:1][C:2]1[CH:7]=[CH:6][C:5]([C:8]2[N:9]([CH:25]3[CH2:28][CH2:27][CH2:26]3)[C:10]3[C:15]([C:16]=2[C:17]#[N:18])=[CH:14][CH:13]=[C:12]([N:19]2[CH2:24][CH2:23][O:22][CH2:21][CH2:20]2)[CH:11]=3)=[CH:4][CH:3]=1.N1C=CC=CC=1.[CH:35]([O:38][C:39](Cl)=[O:40])([CH3:37])[CH3:36]. Product: [CH:35]([O:38][C:39](=[O:40])[NH:1][C:2]1[CH:7]=[CH:6][C:5]([C:8]2[N:9]([CH:25]3[CH2:26][CH2:27][CH2:28]3)[C:10]3[C:15]([C:16]=2[C:17]#[N:18])=[CH:14][CH:13]=[C:12]([N:19]2[CH2:24][CH2:23][O:22][CH2:21][CH2:20]2)[CH:11]=3)=[CH:4][CH:3]=1)([CH3:37])[CH3:36]. The catalyst class is: 2. (4) Reactant: [C:1]([N:9]=[C:10]=[S:11])(=[O:8])[C:2]1[CH:7]=[CH:6][CH:5]=[CH:4][CH:3]=1.[NH2:12][C:13]1([C:30]2[CH:35]=[CH:34][CH:33]=[CH:32][CH:31]=2)[CH:17]([CH2:18][OH:19])[CH2:16][N:15]([C:20]([O:22][CH2:23][C:24]2[CH:29]=[CH:28][CH:27]=[CH:26][CH:25]=2)=[O:21])[CH2:14]1. Product: [C:1]([NH:9][C:10]([NH:12][C:13]1([C:30]2[CH:35]=[CH:34][CH:33]=[CH:32][CH:31]=2)[CH:17]([CH2:18][OH:19])[CH2:16][N:15]([C:20]([O:22][CH2:23][C:24]2[CH:25]=[CH:26][CH:27]=[CH:28][CH:29]=2)=[O:21])[CH2:14]1)=[S:11])(=[O:8])[C:2]1[CH:7]=[CH:6][CH:5]=[CH:4][CH:3]=1. The catalyst class is: 334.